This data is from Full USPTO retrosynthesis dataset with 1.9M reactions from patents (1976-2016). The task is: Predict the reactants needed to synthesize the given product. Given the product [CH:11]1([N:10]2[C:19](=[O:20])[CH2:18][C:17](=[O:22])[N:3]([CH:4]3[CH2:9][CH2:8][CH2:7][CH2:6][CH2:5]3)[C:1]2=[O:2])[CH2:16][CH2:15][CH2:14][CH2:13][CH2:12]1, predict the reactants needed to synthesize it. The reactants are: [C:1]([NH:10][CH:11]1[CH2:16][CH2:15][CH2:14][CH2:13][CH2:12]1)([NH:3][CH:4]1[CH2:9][CH2:8][CH2:7][CH2:6][CH2:5]1)=[O:2].[C:17](Cl)(=[O:22])[CH2:18][C:19](Cl)=[O:20].